Dataset: Reaction yield outcomes from USPTO patents with 853,638 reactions. Task: Predict the reaction yield, written as a fraction of the theoretical maximum amount of product (1.0 means a 100% yield; for example, 0.34 means a 34% yield). (1) The reactants are Br[C:2]1[CH:3]=[CH:4][C:5]([NH:9][CH2:10][C:11]2[CH:16]=[CH:15][CH:14]=[CH:13][C:12]=2[Cl:17])=[N:6][C:7]=1[F:8].C([Li])CCC.C([Li])(C)(C)C.[CH:28]([Si:31]([CH:46]([CH3:48])[CH3:47])([CH:43]([CH3:45])[CH3:44])[N:32]1[C:36]2=[N:37][CH:38]=[CH:39][CH:40]=[C:35]2[C:34]([CH:41]=[O:42])=[CH:33]1)([CH3:30])[CH3:29].[Cl-].[NH4+]. The catalyst is O1CCCC1. The product is [Cl:17][C:12]1[CH:13]=[CH:14][CH:15]=[CH:16][C:11]=1[CH2:10][NH:9][C:5]1[N:6]=[C:7]([F:8])[C:2]([CH:41]([C:34]2[C:35]3[C:36](=[N:37][CH:38]=[CH:39][CH:40]=3)[N:32]([Si:31]([CH:43]([CH3:45])[CH3:44])([CH:46]([CH3:48])[CH3:47])[CH:28]([CH3:29])[CH3:30])[CH:33]=2)[OH:42])=[CH:3][CH:4]=1. The yield is 0.176. (2) The reactants are [CH2:1]([O:3][C:4](=[O:18])[C:5]1[CH:10]=[CH:9][C:8](/[CH:11]=[CH:12]/[C:13]2[O:14][CH:15]=[CH:16][CH:17]=2)=[CH:7][CH:6]=1)[CH3:2]. The catalyst is [C].[Pd].O1CCCC1. The product is [CH2:1]([O:3][C:4](=[O:18])[C:5]1[CH:10]=[CH:9][C:8]([CH2:11][CH2:12][C:13]2[O:14][CH:15]=[CH:16][CH:17]=2)=[CH:7][CH:6]=1)[CH3:2]. The yield is 0.654. (3) The reactants are C1(C)C=CC(S(O)(=O)=O)=CC=1.[NH+]1C=CC=CC=1.[Br:18][C:19]1[CH:24]=[CH:23][C:22]([OH:25])=[CH:21][C:20]=1[F:26].[O:27]1[CH:32]=[CH:31][CH2:30][CH2:29][CH2:28]1.CCOC(C)=O. The catalyst is ClCCl.CCCCCCC. The product is [Br:18][C:19]1[CH:24]=[CH:23][C:22]([O:25][CH:28]2[CH2:29][CH2:30][CH2:31][CH2:32][O:27]2)=[CH:21][C:20]=1[F:26]. The yield is 0.330. (4) The reactants are [NH2:1][C:2]1[CH:7]=[CH:6][CH:5]=[CH:4][CH:3]=1.ClC1C=CC=CC=1Cl.P(Cl)(Cl)Cl.[Br:20][C:21]1[N:26]=[C:25]([C:27]([NH:29][NH:30][C:31]([C:33]2[CH:38]=[CH:37][CH:36]=[C:35]([Br:39])[N:34]=2)=O)=O)[CH:24]=[CH:23][CH:22]=1. The catalyst is O. The product is [Br:39][C:35]1[N:34]=[C:33]([C:31]2[N:1]([C:2]3[CH:7]=[CH:6][CH:5]=[CH:4][CH:3]=3)[C:27]([C:25]3[CH:24]=[CH:23][CH:22]=[C:21]([Br:20])[N:26]=3)=[N:29][N:30]=2)[CH:38]=[CH:37][CH:36]=1. The yield is 0.230. (5) The reactants are [C:1]([N:8]1[CH2:12][C@@H:11]([N:13]([C:22](=[O:31])[C:23]([CH3:30])([CH3:29])[CH2:24][O:25]C(=O)C)[CH:14]2[CH2:19][CH2:18][C:17]([CH3:21])([CH3:20])[CH2:16][CH2:15]2)[CH2:10][C@H:9]1[C:32]([O:34]C)=[O:33])([O:3][C:4]([CH3:7])([CH3:6])[CH3:5])=[O:2].[OH-].[Na+]. The catalyst is CO.O. The product is [C:1]([N:8]1[CH2:12][C@@H:11]([N:13]([CH:14]2[CH2:19][CH2:18][C:17]([CH3:21])([CH3:20])[CH2:16][CH2:15]2)[C:22](=[O:31])[C:23]([CH3:30])([CH3:29])[CH2:24][OH:25])[CH2:10][C@H:9]1[C:32]([OH:34])=[O:33])([O:3][C:4]([CH3:5])([CH3:6])[CH3:7])=[O:2]. The yield is 0.950. (6) The yield is 0.770. The reactants are CCN(C(C)C)C(C)C.[Br:10][C:11]1[S:12][C:13](Br)=[N:14][N:15]=1.[N:17]1([C:23]([O:25][C:26]([CH3:29])([CH3:28])[CH3:27])=[O:24])[CH2:22][CH2:21][NH:20][CH2:19][CH2:18]1. The catalyst is O1CCOCC1. The product is [Br:10][C:11]1[S:12][C:13]([N:20]2[CH2:19][CH2:18][N:17]([C:23]([O:25][C:26]([CH3:29])([CH3:28])[CH3:27])=[O:24])[CH2:22][CH2:21]2)=[N:14][N:15]=1. (7) The reactants are [NH2:1][C:2]1[N:7]=[CH:6][C:5]([N:8]2[CH2:12][CH2:11][C@@H:10]([OH:13])[CH2:9]2)=[CH:4][CH:3]=1.[Cl:14][C:15]1[CH:20]=[CH:19][C:18]([C:21]2[S:25][C:24]([C:26](OC)=[O:27])=[C:23](/[N:30]=[CH:31]/N(C)C)[CH:22]=2)=[CH:17][CH:16]=1.C1(O)C=CC=CC=1. The catalyst is C(OCC)C. The product is [Cl:14][C:15]1[CH:16]=[CH:17][C:18]([C:21]2[S:25][C:24]3[C:26](=[O:27])[N:1]([C:2]4[CH:3]=[CH:4][C:5]([N:8]5[CH2:12][CH2:11][C@@H:10]([OH:13])[CH2:9]5)=[CH:6][N:7]=4)[CH:31]=[N:30][C:23]=3[CH:22]=2)=[CH:19][CH:20]=1. The yield is 0.100.